Dataset: Full USPTO retrosynthesis dataset with 1.9M reactions from patents (1976-2016). Task: Predict the reactants needed to synthesize the given product. (1) Given the product [CH:16]12[CH2:31][CH:12]3[CH2:13][CH:14]([CH2:15]1)[C:18]([NH:20][CH2:21][C:22]([N:24]1[CH2:28][CH2:27][CH2:26][C@H:25]1[C:29]#[N:30])=[O:23])([CH2:19]3)[CH2:17]2, predict the reactants needed to synthesize it. The reactants are: N1(C2C=CC([C:12]34[CH2:31][CH:16]5[CH2:17][C:18]([NH:20][CH2:21][C:22]([N:24]6[CH2:28][CH2:27][CH2:26][C@H:25]6[C:29]#[N:30])=[O:23])([CH2:19]3)[CH:14]([CH2:15]5)[CH2:13]4)=CC=2)C=CC=C1.[Si](Cl)(C)(C)C. (2) Given the product [CH2:35]([O:34][P:33](=[O:42])([O:38][CH2:39][CH:40]=[CH2:41])[O:1][CH2:2][N:3]1[C:7](=[O:8])[C:6]([C:15]2[CH:16]=[CH:17][CH:18]=[CH:19][CH:20]=2)([C:9]2[CH:14]=[CH:13][CH:12]=[CH:11][CH:10]=2)[NH:5][C:4]1=[O:21])[CH:36]=[CH2:37], predict the reactants needed to synthesize it. The reactants are: [OH:1][CH2:2][N:3]1[C:7](=[O:8])[C:6]([C:15]2[CH:20]=[CH:19][CH:18]=[CH:17][CH:16]=2)([C:9]2[CH:14]=[CH:13][CH:12]=[CH:11][CH:10]=2)[NH:5][C:4]1=[O:21].N1C=CC=CC=1.C(Br)(Br)(Br)Br.[P:33]([O:42]CC=C)([O:38][CH2:39][CH:40]=[CH2:41])[O:34][CH2:35][CH:36]=[CH2:37]. (3) Given the product [OH:8][C:6]1[CH:7]=[C:2]([NH:1][C:21](=[O:28])[C:22]2[CH:27]=[CH:26][CH:25]=[CH:24][CH:23]=2)[CH:3]=[CH:4][C:5]=1[C:9]1[O:13][N:12]=[C:11]([C:14]2[C:19]([CH3:20])=[CH:18][CH:17]=[CH:16][N:15]=2)[N:10]=1, predict the reactants needed to synthesize it. The reactants are: [NH2:1][C:2]1[CH:3]=[CH:4][C:5]([C:9]2[O:13][N:12]=[C:11]([C:14]3[C:19]([CH3:20])=[CH:18][CH:17]=[CH:16][N:15]=3)[N:10]=2)=[C:6]([OH:8])[CH:7]=1.[C:21](Cl)(=[O:28])[C:22]1[CH:27]=[CH:26][CH:25]=[CH:24][CH:23]=1.C(N(C(C)C)CC)(C)C. (4) Given the product [OH:12][C:13]1[CH:18]=[CH:17][C:16]([C@H:19]2[C@H:24]([O:25][Si:26]([CH:30]([CH3:32])[CH3:31])([CH:33]([CH3:35])[CH3:34])[CH:27]([CH3:28])[CH3:29])[CH2:23][N:22]([S:7]([C:2]3[CH:1]=[CH:6][C:5]([CH3:37])=[CH:4][CH:3]=3)(=[O:8])=[O:9])[CH2:21][C@@H:20]2[OH:36])=[CH:15][CH:14]=1, predict the reactants needed to synthesize it. The reactants are: [C:1]1(C)[C:2]([S:7](Cl)(=[O:9])=[O:8])=[CH:3][CH:4]=[CH:5][CH:6]=1.[OH:12][C:13]1[CH:18]=[CH:17][C:16]([C@H:19]2[C@H:24]([O:25][Si:26]([CH:33]([CH3:35])[CH3:34])([CH:30]([CH3:32])[CH3:31])[CH:27]([CH3:29])[CH3:28])[CH2:23][NH:22][CH2:21][C@@H:20]2[OH:36])=[CH:15][CH:14]=1.[C:37](OCC)(=O)C. (5) Given the product [NH2:33][C:31]1[NH:32][C:1]([C:4]2[O:5][C:6]3[C:12]([O:13][CH3:14])=[CH:11][CH:10]=[CH:9][C:7]=3[CH:8]=2)=[CH:2][C:30]=1[C:34]([NH2:36])=[O:35], predict the reactants needed to synthesize it. The reactants are: [C:1]([C:4]1[O:5][C:6]2[C:12]([O:13][CH3:14])=[CH:11][CH:10]=[CH:9][C:7]=2[CH:8]=1)(=O)[CH3:2].BrCC(C1OC2C(OC)=CC=CC=2C=1)=O.[CH2:30]([C:34]([NH2:36])=[O:35])[C:31]([NH2:33])=[NH:32].Cl.C(=O)([O-])[O-].[K+].[K+]. (6) Given the product [C:18]1([S:15]([CH:14]=[CH:13][C:9]2[CH:8]=[C:7]3[C:12](=[CH:11][CH:10]=2)[NH:4][CH:5]=[C:6]3[CH2:24][C@H:25]2[CH2:29][CH2:28][CH2:27][N:26]2[CH3:30])(=[O:17])=[O:16])[CH:19]=[CH:20][CH:21]=[CH:22][CH:23]=1, predict the reactants needed to synthesize it. The reactants are: C([N:4]1[C:12]2[C:7](=[CH:8][C:9]([CH:13]=[CH:14][S:15]([C:18]3[CH:23]=[CH:22][CH:21]=[CH:20][CH:19]=3)(=[O:17])=[O:16])=[CH:10][CH:11]=2)[C:6]([CH2:24][C@H:25]2[CH2:29][CH2:28][CH2:27][N:26]2[CH3:30])=[CH:5]1)(=O)C.CO.C(=O)([O-])[O-].[K+].[K+]. (7) Given the product [N:1]1[CH:6]=[CH:5][CH:4]=[C:3]([C:7]2[CH:8]=[C:9]3[C:15]([C:16]4[N:21]=[C:20]([N:22]5[CH2:28][CH2:27][CH2:26][C@H:25]([NH2:29])[CH2:24][CH2:23]5)[CH:19]=[CH:18][CH:17]=4)=[N:14][NH:13][C:10]3=[CH:11][N:12]=2)[CH:2]=1, predict the reactants needed to synthesize it. The reactants are: [N:1]1[CH:6]=[CH:5][CH:4]=[C:3]([C:7]2[CH:8]=[C:9]3[C:15]([C:16]4[N:21]=[C:20]([N:22]5[CH2:28][CH2:27][CH2:26][C@H:25]([NH:29]C(=O)OCC6C=CC=CC=6)[CH2:24][CH2:23]5)[CH:19]=[CH:18][CH:17]=4)=[N:14][N:13](C4CCCCO4)[C:10]3=[CH:11][N:12]=2)[CH:2]=1.Cl.